Dataset: Full USPTO retrosynthesis dataset with 1.9M reactions from patents (1976-2016). Task: Predict the reactants needed to synthesize the given product. Given the product [NH2:28][C:26]1[CH:25]=[CH:24][C:3]([O:4][C:5]2[C:14]3[C:9](=[CH:10][C:11]([O:22][CH3:23])=[C:12]([C:15]([O:17][C:18]([CH3:21])([CH3:20])[CH3:19])=[O:16])[CH:13]=3)[N:8]=[CH:7][CH:6]=2)=[C:2]([F:1])[CH:27]=1, predict the reactants needed to synthesize it. The reactants are: [F:1][C:2]1[CH:27]=[C:26]([N+:28]([O-])=O)[CH:25]=[CH:24][C:3]=1[O:4][C:5]1[C:14]2[C:9](=[CH:10][C:11]([O:22][CH3:23])=[C:12]([C:15]([O:17][C:18]([CH3:21])([CH3:20])[CH3:19])=[O:16])[CH:13]=2)[N:8]=[CH:7][CH:6]=1.[Cl-].[NH4+].